From a dataset of Full USPTO retrosynthesis dataset with 1.9M reactions from patents (1976-2016). Predict the reactants needed to synthesize the given product. (1) Given the product [Cl:1][C:2]1[C:7]([C:8]2[C:9](=[O:21])[N:10]([CH2:19][CH3:20])[C:11]3[C:16]([CH:17]=2)=[CH:15][N:14]=[C:13]([NH:72][CH3:71])[CH:12]=3)=[CH:6][C:5]([NH:22][C:23]([NH:25][C:26]2[CH:31]=[CH:30][CH:29]=[C:28]([C:32]#[N:33])[CH:27]=2)=[O:24])=[C:4]([F:34])[CH:3]=1, predict the reactants needed to synthesize it. The reactants are: [Cl:1][C:2]1[C:7]([C:8]2[C:9](=[O:21])[N:10]([CH2:19][CH3:20])[C:11]3[C:16]([CH:17]=2)=[CH:15][N:14]=[C:13](Cl)[CH:12]=3)=[CH:6][C:5]([NH:22][C:23]([NH:25][C:26]2[CH:31]=[CH:30][CH:29]=[C:28]([C:32]#[N:33])[CH:27]=2)=[O:24])=[C:4]([F:34])[CH:3]=1.CC(C1C=C(C(C)C)C(C2C(P(C(C)(C)C)C(C)(C)C)=CC=CC=2)=C(C(C)C)C=1)C.C([O-])([O-])=O.[Cs+].[Cs+].[CH3:71][NH2:72]. (2) Given the product [CH3:1][N:2]([CH3:23])[C@H:3]1[CH2:8][CH2:7][CH2:6][N:5]([C:9]2[CH:18]=[CH:17][C:12]([C:13]([OH:15])=[O:14])=[CH:11][C:10]=2[C:19]([F:22])([F:20])[F:21])[CH2:4]1, predict the reactants needed to synthesize it. The reactants are: [CH3:1][N:2]([CH3:23])[C@H:3]1[CH2:8][CH2:7][CH2:6][N:5]([C:9]2[CH:18]=[CH:17][C:12]([C:13]([O:15]C)=[O:14])=[CH:11][C:10]=2[C:19]([F:22])([F:21])[F:20])[CH2:4]1.[OH-].[Na+].Cl. (3) Given the product [CH2:16]([NH:23][C:2]1[CH:3]=[C:4]([CH:10]2[CH2:15][CH2:14][O:13][CH2:12][CH2:11]2)[CH:5]=[CH:6][C:7]=1[O:8][CH3:9])[C:17]1[CH:22]=[CH:21][CH:20]=[CH:19][CH:18]=1, predict the reactants needed to synthesize it. The reactants are: Br[C:2]1[CH:3]=[C:4]([CH:10]2[CH2:15][CH2:14][O:13][CH2:12][CH2:11]2)[CH:5]=[CH:6][C:7]=1[O:8][CH3:9].[CH2:16]([NH2:23])[C:17]1[CH:22]=[CH:21][CH:20]=[CH:19][CH:18]=1.C(O)(=O)C. (4) Given the product [C:2]([C:3]1[S:14][C:15](=[NH:16])[N:11]([CH2:10][C:9]([CH3:13])([CH3:12])[CH3:8])[CH:4]=1)([CH3:7])([CH3:6])[CH3:1], predict the reactants needed to synthesize it. The reactants are: [CH3:1][C:2]([CH3:7])([CH3:6])[CH2:3][CH:4]=O.[CH3:8][C:9]([CH3:13])([CH3:12])[CH2:10][NH2:11].[S-:14][C:15]#[N:16].[K+].O1CCOCCOCCOCCOCCOCC1.II.